Dataset: Peptide-MHC class I binding affinity with 185,985 pairs from IEDB/IMGT. Task: Regression. Given a peptide amino acid sequence and an MHC pseudo amino acid sequence, predict their binding affinity value. This is MHC class I binding data. (1) The peptide sequence is FTIRLDEAL. The MHC is H-2-Db with pseudo-sequence H-2-Db. The binding affinity (normalized) is 0.343. (2) The MHC is HLA-B35:01 with pseudo-sequence HLA-B35:01. The binding affinity (normalized) is 0.0847. The peptide sequence is TYQWIIRNW. (3) The peptide sequence is TVFRNQNRV. The MHC is HLA-B18:01 with pseudo-sequence HLA-B18:01. The binding affinity (normalized) is 0.0847. (4) The peptide sequence is NTDAFSREY. The MHC is HLA-B40:01 with pseudo-sequence HLA-B40:01. The binding affinity (normalized) is 0.0847. (5) The peptide sequence is EMQLKIDKL. The MHC is HLA-A68:02 with pseudo-sequence HLA-A68:02. The binding affinity (normalized) is 0.159.